Dataset: Reaction yield outcomes from USPTO patents with 853,638 reactions. Task: Predict the reaction yield, written as a fraction of the theoretical maximum amount of product (1.0 means a 100% yield; for example, 0.34 means a 34% yield). The reactants are Br[C:2]1[N:7]=[C:6]([CH3:8])[C:5]([NH2:9])=[CH:4][CH:3]=1.[CH3:10][S:11]([O-:13])=[O:12].[Na+].CNCCNC.O. The catalyst is CS(C)=O. The product is [CH3:8][C:6]1[C:5]([NH2:9])=[CH:4][CH:3]=[C:2]([S:11]([CH3:10])(=[O:13])=[O:12])[N:7]=1. The yield is 0.600.